Dataset: Reaction yield outcomes from USPTO patents with 853,638 reactions. Task: Predict the reaction yield, written as a fraction of the theoretical maximum amount of product (1.0 means a 100% yield; for example, 0.34 means a 34% yield). The reactants are [CH3:1][N:2]([CH3:23])[CH2:3][CH2:4][N:5]1[CH2:10][CH2:9][S:8][C:7]2[CH:11]=[C:12]([NH:15][C:16]([C:18]3[O:19][CH:20]=[CH:21][CH:22]=3)=[NH:17])[CH:13]=[CH:14][C:6]1=2.[ClH:24].CCOCC. The catalyst is CO. The product is [ClH:24].[ClH:24].[CH3:1][N:2]([CH3:23])[CH2:3][CH2:4][N:5]1[CH2:10][CH2:9][S:8][C:7]2[CH:11]=[C:12]([NH:15][C:16]([C:18]3[O:19][CH:20]=[CH:21][CH:22]=3)=[NH:17])[CH:13]=[CH:14][C:6]1=2. The yield is 0.930.